Dataset: Peptide-MHC class I binding affinity with 185,985 pairs from IEDB/IMGT. Task: Regression. Given a peptide amino acid sequence and an MHC pseudo amino acid sequence, predict their binding affinity value. This is MHC class I binding data. (1) The binding affinity (normalized) is 0.544. The MHC is HLA-A02:02 with pseudo-sequence HLA-A02:02. The peptide sequence is TLLVDLLWL. (2) The peptide sequence is KGMKIQHFK. The MHC is HLA-A02:01 with pseudo-sequence HLA-A02:01. The binding affinity (normalized) is 0.0847. (3) The peptide sequence is EGQKYNQGQY. The MHC is Mamu-A02 with pseudo-sequence Mamu-A02. The binding affinity (normalized) is 0. (4) The peptide sequence is SSIVRQLFK. The MHC is HLA-A11:01 with pseudo-sequence HLA-A11:01. The binding affinity (normalized) is 0.603.